This data is from Reaction yield outcomes from USPTO patents with 853,638 reactions. The task is: Predict the reaction yield, written as a fraction of the theoretical maximum amount of product (1.0 means a 100% yield; for example, 0.34 means a 34% yield). (1) The reactants are [CH:1]1([N:7]2[CH2:11][CH2:10][CH2:9][CH2:8]2)[CH2:6][CH2:5][CH2:4][CH2:3][CH2:2]1.[CH3:12][I:13]. The catalyst is CO. The product is [I-:13].[CH3:12][N+:7]1([CH:1]2[CH2:6][CH2:5][CH2:4][CH2:3][CH2:2]2)[CH2:11][CH2:10][CH2:9][CH2:8]1. The yield is 0.860. (2) The reactants are Br[CH:2]([C:4]1[O:5][C:6](=[O:20])[C:7]2[C:12]([C:13]=1[C:14]1[CH:19]=[CH:18][CH:17]=[CH:16][CH:15]=1)=[CH:11][CH:10]=[CH:9][CH:8]=2)[CH3:3].[N:21]1[C:26]2[NH:27][CH:28]=[CH:29][C:25]=2[C:24]([NH2:30])=[N:23][CH:22]=1. No catalyst specified. The product is [NH2:30][C:24]1[C:25]2[CH:29]=[CH:28][N:27]([CH:2]([C:4]3[O:5][C:6](=[O:20])[C:7]4[C:12]([C:13]=3[C:14]3[CH:19]=[CH:18][CH:17]=[CH:16][CH:15]=3)=[CH:11][CH:10]=[CH:9][CH:8]=4)[CH3:3])[C:26]=2[N:21]=[CH:22][N:23]=1. The yield is 0.280. (3) The reactants are [CH3:1][C:2]1[CH:7]=[C:6]([O:8][C:9]2[CH:14]=[CH:13][C:12]([C:15]([O:24][CH2:25][O:26][CH3:27])([C:20]([F:23])([F:22])[F:21])[C:16]([F:19])([F:18])[F:17])=[CH:11][C:10]=2[CH2:28][CH2:29][CH3:30])[CH:5]=[CH:4][C:3]=1N.O.C1(C)C=CC(S(O)(=O)=O)=CC=1.N([O-])=O.[Na+].[I-:48].[K+].S([O-])([O-])(=O)=S.[Na+].[Na+]. The catalyst is C(#N)C. The product is [F:18][C:16]([F:17])([F:19])[C:15]([C:12]1[CH:13]=[CH:14][C:9]([O:8][C:6]2[CH:5]=[CH:4][C:3]([I:48])=[C:2]([CH3:1])[CH:7]=2)=[C:10]([CH2:28][CH2:29][CH3:30])[CH:11]=1)([O:24][CH2:25][O:26][CH3:27])[C:20]([F:22])([F:21])[F:23]. The yield is 0.670. (4) The reactants are N(C(OCC)=O)=NC(OCC)=O.[OH:13][C:14]1[CH:19]=[CH:18][C:17]([S:20]([NH:23][CH2:24][C@H:25]([N:30]2[CH2:35][CH2:34][N:33]([S:36]([CH3:39])(=[O:38])=[O:37])[CH2:32][CH2:31]2)[C:26]([O:28][CH3:29])=[O:27])(=[O:22])=[O:21])=[CH:16][CH:15]=1.[C:40]1([C:46]2[CH:51]=[C:50]([CH2:52]O)[CH:49]=[CH:48][N:47]=2)[CH:45]=[CH:44][CH:43]=[CH:42][CH:41]=1.C1(P(C2C=CC=CC=2)C2C=CC=CC=2)C=CC=CC=1. The catalyst is O1CCCC1. The product is [CH3:39][S:36]([N:33]1[CH2:32][CH2:31][N:30]([C@@H:25]([CH2:24][NH:23][S:20]([C:17]2[CH:18]=[CH:19][C:14]([O:13][CH2:52][C:50]3[CH:49]=[CH:48][N:47]=[C:46]([C:40]4[CH:41]=[CH:42][CH:43]=[CH:44][CH:45]=4)[CH:51]=3)=[CH:15][CH:16]=2)(=[O:21])=[O:22])[C:26]([O:28][CH3:29])=[O:27])[CH2:35][CH2:34]1)(=[O:38])=[O:37]. The yield is 0.570.